Dataset: Forward reaction prediction with 1.9M reactions from USPTO patents (1976-2016). Task: Predict the product of the given reaction. (1) Given the reactants Br[C:2]1[CH:10]=[C:9]([C:11]([F:14])([F:13])[F:12])[CH:8]=[CH:7][C:3]=1[C:4]([OH:6])=[O:5].[C:15]1(B(O)O)[CH:20]=[CH:19][CH:18]=[CH:17][CH:16]=1.C1(P(C2CCCCC2)C2C=CC=CC=2C2C(OC)=CC=CC=2OC)CCCCC1, predict the reaction product. The product is: [F:12][C:11]([F:14])([F:13])[C:9]1[CH:10]=[C:2]([C:15]2[CH:20]=[CH:19][CH:18]=[CH:17][CH:16]=2)[C:3]([C:4]([OH:6])=[O:5])=[CH:7][CH:8]=1. (2) The product is: [NH2:35][C:33](=[O:34])[C:32]([C:8]1[C:7]2[C:11](=[C:12]3[CH2:17][CH2:16][CH2:15][C:13]3=[CH:14][C:6]=2[O:5][CH2:4][C:3]([OH:37])=[O:2])[N:10]([CH2:18][C:19]2[CH:24]=[CH:23][CH:22]=[CH:21][C:20]=2[C:25]2[S:26][C:27]([Br:30])=[CH:28][CH:29]=2)[C:9]=1[CH3:31])=[O:36]. Given the reactants C[O:2][C:3](=[O:37])[CH2:4][O:5][C:6]1[CH:14]=[C:13]2[CH2:15][CH2:16][CH2:17][C:12]2=[C:11]2[C:7]=1[C:8]([C:32](=[O:36])[C:33]([NH2:35])=[O:34])=[C:9]([CH3:31])[N:10]2[CH2:18][C:19]1[CH:24]=[CH:23][CH:22]=[CH:21][C:20]=1[C:25]1[S:26][C:27]([Br:30])=[CH:28][CH:29]=1.[OH-].[Li+].Cl, predict the reaction product. (3) Given the reactants C(OC(=O)[NH:7][C@H:8]([CH3:14])[CH2:9][C:10]([CH3:13])([CH3:12])[CH3:11])(C)(C)C.[C:16]([OH:22])([C:18]([F:21])([F:20])[F:19])=[O:17], predict the reaction product. The product is: [F:19][C:18]([F:21])([F:20])[C:16]([OH:22])=[O:17].[CH3:14][C@@H:8]([NH2:7])[CH2:9][C:10]([CH3:13])([CH3:12])[CH3:11]. (4) Given the reactants [CH2:1]([N:8]1[CH2:13][CH2:12][CH:11]([NH:14][CH:15]([CH3:17])[CH3:16])[CH2:10][CH2:9]1)[C:2]1[CH:7]=[CH:6][CH:5]=[CH:4][CH:3]=1.CCN(C(C)C)C(C)C.[Cl:27][CH2:28][C:29](Cl)=[O:30], predict the reaction product. The product is: [CH2:1]([N:8]1[CH2:13][CH2:12][CH:11]([N:14]([CH:15]([CH3:17])[CH3:16])[C:29](=[O:30])[CH2:28][Cl:27])[CH2:10][CH2:9]1)[C:2]1[CH:3]=[CH:4][CH:5]=[CH:6][CH:7]=1.